This data is from Experimental lipophilicity measurements (octanol/water distribution) for 4,200 compounds from AstraZeneca. The task is: Regression/Classification. Given a drug SMILES string, predict its absorption, distribution, metabolism, or excretion properties. Task type varies by dataset: regression for continuous measurements (e.g., permeability, clearance, half-life) or binary classification for categorical outcomes (e.g., BBB penetration, CYP inhibition). For this dataset (lipophilicity_astrazeneca), we predict Y. (1) The Y is 3.11 logD. The drug is OCC(CO)Nc1nc(SCc2cccc(F)c2F)nc2nc(NC3CC3)sc12. (2) The molecule is O=C(O)c1cc(N=Nc2ccc(S(=O)(=O)Nc3ccccn3)cc2)ccc1O. The Y is -0.580 logD. (3) The molecule is COc1ccc2c(c1)N(CCN1CCC(NCc3ccc4c(n3)NC(=O)CO4)CC1)C(=O)OC2. The Y is 0.500 logD. (4) The molecule is CC(=O)Nc1nnc(S(N)(=O)=O)s1. The Y is -0.780 logD.